This data is from hERG Central: cardiac toxicity at 1µM, 10µM, and general inhibition. The task is: Predict hERG channel inhibition at various concentrations. (1) The drug is CCOC(=O)C1=C(C)N=c2s/c(=C\c3ccc(O)c([N+](=O)[O-])c3)c(=O)n2C1c1ccccc1OC. Results: hERG_inhib (hERG inhibition (general)): blocker. (2) The drug is COc1cc(C2(c3ccc(O)c(OC)c3)C(=O)N(C)c3ccc(Br)cc32)ccc1O. Results: hERG_inhib (hERG inhibition (general)): blocker. (3) The compound is CCOC(=O)c1cnc(-n2nc(C)cc2C)nc1NCCc1ccccc1. Results: hERG_inhib (hERG inhibition (general)): blocker. (4) The drug is CC(=O)N1CCN(c2ccc([N+](=O)[O-])cc2C#N)CC1. Results: hERG_inhib (hERG inhibition (general)): blocker. (5) The compound is O=C(NCC(=O)N(CCc1ccccc1)C(C(=O)NC1CCCCC1)c1ccncc1)c1ccco1. Results: hERG_inhib (hERG inhibition (general)): blocker. (6) Results: hERG_inhib (hERG inhibition (general)): blocker. The compound is O=C(Cn1nc(-c2ccc(N3CCOCC3)c([N+](=O)[O-])c2)c2ccccc2c1=O)N1CCCCC1. (7) The drug is O=C(NCc1ccco1)c1csc(Nc2ccccc2Cl)n1. Results: hERG_inhib (hERG inhibition (general)): blocker.